From a dataset of Forward reaction prediction with 1.9M reactions from USPTO patents (1976-2016). Predict the product of the given reaction. (1) Given the reactants [CH3:1][O:2][C:3]1[CH:4]=[C:5]([N:11]([CH2:24][CH2:25][C:26]2[CH:31]=[CH:30][C:29]([C:32]([F:35])([F:34])[F:33])=[CH:28][CH:27]=2)[C:12](=[O:23])[CH:13]([C:17]2[CH:22]=[CH:21][CH:20]=[CH:19][CH:18]=2)[C:14](O)=[O:15])[CH:6]=[CH:7][C:8]=1[O:9][CH3:10].CN.[CH3:38][N:39](C(ON1N=NC2C=CC=CC1=2)=[N+](C)C)C.[B-](F)(F)(F)F.N1C=CC=CC=1, predict the reaction product. The product is: [CH3:1][O:2][C:3]1[CH:4]=[C:5]([N:11]([CH2:24][CH2:25][C:26]2[CH:31]=[CH:30][C:29]([C:32]([F:35])([F:34])[F:33])=[CH:28][CH:27]=2)[C:12](=[O:23])[CH:13]([C:17]2[CH:22]=[CH:21][CH:20]=[CH:19][CH:18]=2)[C:14]([NH:39][CH3:38])=[O:15])[CH:6]=[CH:7][C:8]=1[O:9][CH3:10]. (2) Given the reactants [F:1][C:2]([F:24])([F:23])[C:3]1[CH:4]=[C:5]2[C:9](=[CH:10][CH:11]=1)[NH:8][N:7]=[C:6]2[N:12]1[C:20](=[O:21])[C:19]2[C:14](=[CH:15][CH:16]=[CH:17][CH:18]=2)[C:13]1=[O:22].[CH3:25][S:26](Cl)(=[O:28])=[O:27], predict the reaction product. The product is: [CH3:25][S:26]([N:8]1[C:9]2[C:5](=[CH:4][C:3]([C:2]([F:23])([F:1])[F:24])=[CH:11][CH:10]=2)[C:6]([N:12]2[C:20](=[O:21])[C:19]3[C:14](=[CH:15][CH:16]=[CH:17][CH:18]=3)[C:13]2=[O:22])=[N:7]1)(=[O:28])=[O:27]. (3) Given the reactants [F:1][C:2]([F:26])([F:25])[C:3]1[CH:8]=[CH:7][C:6]([N:9]2[CH:13]=[CH:12][C:11]([CH2:14][N:15]3[CH2:20][CH2:19][CH:18]([CH2:21][C:22]([OH:24])=O)[CH2:17][CH2:16]3)=[CH:10]2)=[CH:5][CH:4]=1.Cl[Li].Cl.CCN(C(C)C)C(C)C.CN(C(ON1N=NC2C=CC=NC1=2)=[N+](C)C)C.F[P-](F)(F)(F)(F)F.Cl.[S:64]1[C:68]2[CH:69]=[CH:70][CH:71]=[CH:72][C:67]=2[N:66]=[C:65]1[CH2:73][NH2:74], predict the reaction product. The product is: [S:64]1[C:68]2[CH:69]=[CH:70][CH:71]=[CH:72][C:67]=2[N:66]=[C:65]1[CH2:73][NH:74][C:22](=[O:24])[CH2:21][CH:18]1[CH2:19][CH2:20][N:15]([CH2:14][C:11]2[CH:12]=[CH:13][N:9]([C:6]3[CH:7]=[CH:8][C:3]([C:2]([F:1])([F:26])[F:25])=[CH:4][CH:5]=3)[CH:10]=2)[CH2:16][CH2:17]1. (4) Given the reactants [NH2:1][C:2]1[CH:6]=[C:5]([C:7]2[CH:8]=[N:9][NH:10][C:11]=2[CH3:12])[S:4][C:3]=1[C:13]([NH2:15])=[O:14].[N:16]1[CH:21]=[CH:20][CH:19]=[N:18][C:17]=1[N:22]1[CH2:27][CH2:26][C:25](=O)[CH2:24][CH2:23]1.CC1(C)C2(CS(O)(=O)=O)C(CC1CC2)=O.[O-]S([O-])(=O)=O.[Mg+2].C([O-])(O)=O.[Na+], predict the reaction product. The product is: [CH3:12][C:11]1[NH:10][N:9]=[CH:8][C:7]=1[C:5]1[S:4][C:3]2[C:13](=[O:14])[NH:15][C:25]3([CH2:26][CH2:27][N:22]([C:17]4[N:16]=[CH:21][CH:20]=[CH:19][N:18]=4)[CH2:23][CH2:24]3)[NH:1][C:2]=2[CH:6]=1. (5) Given the reactants O.C1(C)C=CC(C([C@](C(O)=O)(O)[C@](C(C2C=CC(C)=CC=2)=O)(O)C(O)=O)=O)=CC=1.[CH2:30]([N:33]1[C:37]([CH2:38][S@@:39]([C:41]2[CH:47]=[CH:46][C:44]([NH2:45])=[CH:43][CH:42]=2)=[O:40])=[CH:36][N:35]=[CH:34]1)[CH2:31][CH3:32].Cl.C(N1C(C[S@@](C2C=CC(N)=CC=2)=O)=CN=C1)CC.[CH2:67]([O:71][CH2:72][CH2:73][O:74][C:75]1[CH:80]=[CH:79][C:78]([C:81]2[CH:86]=[CH:85][C:84]([N:87]([CH2:89][CH:90]([CH3:92])[CH3:91])[CH3:88])=[C:83](/[CH:93]=[CH:94]/[C:95](O)=[O:96])[CH:82]=2)=[CH:77][CH:76]=1)[CH2:68][CH2:69][CH3:70].C(Cl)(=O)C(Cl)=O, predict the reaction product. The product is: [CH2:67]([O:71][CH2:72][CH2:73][O:74][C:75]1[CH:80]=[CH:79][C:78]([C:81]2[CH:86]=[CH:85][C:84]([N:87]([CH2:89][CH:90]([CH3:92])[CH3:91])[CH3:88])=[C:83](/[CH:93]=[CH:94]/[C:95]([NH:45][C:44]3[CH:43]=[CH:42][C:41]([S@:39]([CH2:38][C:37]4[N:33]([CH2:30][CH2:31][CH3:32])[CH:34]=[N:35][CH:36]=4)=[O:40])=[CH:47][CH:46]=3)=[O:96])[CH:82]=2)=[CH:77][CH:76]=1)[CH2:68][CH2:69][CH3:70]. (6) Given the reactants N1SC=C2C=C(N)C=CC=12.[C:11]1([C:17]2[N:22]=[CH:21][C:20]([C:23]([OH:25])=O)=[CH:19][N:18]=2)[CH:16]=[CH:15][CH:14]=[CH:13][CH:12]=1.[S:26]([C:30]1[CH:31]=[C:32]([NH-:36])[CH:33]=[CH:34][CH:35]=1)(=[O:29])(=[O:28])[NH2:27], predict the reaction product. The product is: [S:26]([C:30]1[CH:31]=[C:32]([NH:36][C:23]([C:20]2[CH:21]=[N:22][C:17]([C:11]3[CH:12]=[CH:13][CH:14]=[CH:15][CH:16]=3)=[N:18][CH:19]=2)=[O:25])[CH:33]=[CH:34][CH:35]=1)(=[O:28])(=[O:29])[NH2:27]. (7) Given the reactants [NH2:1][C:2]1[CH:10]=[CH:9][C:5]([C:6](O)=[O:7])=[CH:4][C:3]=1[N+:11]([O-:13])=[O:12].C(N=C=NC(C)C)(C)C.[NH2:23][NH2:24], predict the reaction product. The product is: [NH2:1][C:2]1[CH:10]=[CH:9][C:5]([C:6]([NH:23][NH2:24])=[O:7])=[CH:4][C:3]=1[N+:11]([O-:13])=[O:12]. (8) Given the reactants [O:1]1[CH2:6][CH2:5][N:4]([C:7]2[CH:13]=[CH:12][C:10]([NH2:11])=[CH:9][CH:8]=2)[CH2:3][CH2:2]1.Cl.O1CCOCC1.[CH2:21]([NH:28][C:29]1[C:34]([C:35]([NH2:37])=[O:36])=[CH:33][N:32]=[C:31](Cl)[N:30]=1)[C:22]1[CH:27]=[CH:26][CH:25]=[CH:24][CH:23]=1, predict the reaction product. The product is: [CH2:21]([NH:28][C:29]1[C:34]([C:35]([NH2:37])=[O:36])=[CH:33][N:32]=[C:31]([NH:11][C:10]2[CH:12]=[CH:13][C:7]([N:4]3[CH2:3][CH2:2][O:1][CH2:6][CH2:5]3)=[CH:8][CH:9]=2)[N:30]=1)[C:22]1[CH:27]=[CH:26][CH:25]=[CH:24][CH:23]=1. (9) The product is: [C:1]([NH:5][C:6]([C:8]1[C:12]2=[N:13][C:14]([C:17]3[C:25]4[C:20](=[CH:21][CH:22]=[C:23]([O:26][CH:27]([F:29])[F:28])[CH:24]=4)[N:19]([CH2:50][CH2:51][CH2:52][S:53]([CH3:56])(=[O:55])=[O:54])[N:18]=3)=[CH:15][N:16]=[C:11]2[N:10]([C:30]([C:37]2[CH:42]=[CH:41][CH:40]=[CH:39][CH:38]=2)([C:31]2[CH:32]=[CH:33][CH:34]=[CH:35][CH:36]=2)[C:43]2[CH:48]=[CH:47][CH:46]=[CH:45][CH:44]=2)[CH:9]=1)=[O:7])([CH3:4])([CH3:2])[CH3:3]. Given the reactants [C:1]([NH:5][C:6]([C:8]1[C:12]2=[N:13][C:14]([C:17]3[C:25]4[C:20](=[CH:21][CH:22]=[C:23]([O:26][CH:27]([F:29])[F:28])[CH:24]=4)[NH:19][N:18]=3)=[CH:15][N:16]=[C:11]2[N:10]([C:30]([C:43]2[CH:48]=[CH:47][CH:46]=[CH:45][CH:44]=2)([C:37]2[CH:42]=[CH:41][CH:40]=[CH:39][CH:38]=2)[C:31]2[CH:36]=[CH:35][CH:34]=[CH:33][CH:32]=2)[CH:9]=1)=[O:7])([CH3:4])([CH3:3])[CH3:2].Cl[CH2:50][CH2:51][CH2:52][S:53]([CH3:56])(=[O:55])=[O:54].C([O-])([O-])=O.[K+].[K+].O, predict the reaction product.